Predict the product of the given reaction. From a dataset of Forward reaction prediction with 1.9M reactions from USPTO patents (1976-2016). Given the reactants [F:1][C:2]([F:7])([F:6])[C:3]([OH:5])=[O:4].[OH:8][C:9]1([C:20]2[CH:25]=[CH:24][CH:23]=[CH:22][CH:21]=2)[CH2:12][N:11](C(OC(C)(C)C)=O)[CH2:10]1, predict the reaction product. The product is: [F:1][C:2]([F:7])([F:6])[C:3]([OH:5])=[O:4].[OH:8][C:9]1([C:20]2[CH:25]=[CH:24][CH:23]=[CH:22][CH:21]=2)[CH2:12][NH:11][CH2:10]1.